Dataset: NCI-60 drug combinations with 297,098 pairs across 59 cell lines. Task: Regression. Given two drug SMILES strings and cell line genomic features, predict the synergy score measuring deviation from expected non-interaction effect. (1) Drug 1: COC1=NC(=NC2=C1N=CN2C3C(C(C(O3)CO)O)O)N. Drug 2: CCCCCOC(=O)NC1=NC(=O)N(C=C1F)C2C(C(C(O2)C)O)O. Cell line: SK-MEL-5. Synergy scores: CSS=2.44, Synergy_ZIP=-1.80, Synergy_Bliss=0.588, Synergy_Loewe=0.661, Synergy_HSA=1.23. (2) Drug 2: C1=NC2=C(N=C(N=C2N1C3C(C(C(O3)CO)O)F)Cl)N. Synergy scores: CSS=0.0955, Synergy_ZIP=2.46, Synergy_Bliss=2.47, Synergy_Loewe=-0.814, Synergy_HSA=-0.522. Cell line: MCF7. Drug 1: C1=CC=C(C(=C1)C(C2=CC=C(C=C2)Cl)C(Cl)Cl)Cl.